The task is: Predict the product of the given reaction.. This data is from Forward reaction prediction with 1.9M reactions from USPTO patents (1976-2016). (1) Given the reactants [Cl:1][C:2]1[CH:7]=[CH:6][C:5]([S:8]([N:11]([CH3:18])[C:12]2[CH:17]=[CH:16][CH:15]=[CH:14][CH:13]=2)(=[O:10])=[O:9])=[CH:4][C:3]=1[N+:19]([O-])=O.CO.[BH4-].[Na+].C(=O)(O)[O-].[Na+], predict the reaction product. The product is: [NH2:19][C:3]1[CH:4]=[C:5]([S:8]([N:11]([CH3:18])[C:12]2[CH:17]=[CH:16][CH:15]=[CH:14][CH:13]=2)(=[O:9])=[O:10])[CH:6]=[CH:7][C:2]=1[Cl:1]. (2) Given the reactants [Cl-:1].C(OC([NH:9][CH2:10][CH2:11][CH2:12][CH2:13][CH:14]([C:33]1[CH:38]=[CH:37][N+:36]([CH3:39])=[CH:35][CH:34]=1)[CH2:15][CH2:16][CH2:17][CH2:18][CH2:19][CH2:20][CH2:21][CH2:22][CH:23]=[CH:24][CH2:25][CH2:26][CH2:27][CH2:28][CH2:29][CH2:30][CH2:31][CH3:32])=O)(C)(C)C, predict the reaction product. The product is: [Cl-:1].[NH2:9][CH2:10][CH2:11][CH2:12][CH2:13][CH:14]([C:33]1[CH:38]=[CH:37][N+:36]([CH3:39])=[CH:35][CH:34]=1)[CH2:15][CH2:16][CH2:17][CH2:18][CH2:19][CH2:20][CH2:21][CH2:22][CH:23]=[CH:24][CH2:25][CH2:26][CH2:27][CH2:28][CH2:29][CH2:30][CH2:31][CH3:32]. (3) The product is: [F:1][C:2]1[CH:3]=[CH:4][C:5]([C:8]([C:10]2[N:14]([CH3:15])[CH:13]=[N:12][CH:11]=2)=[O:9])=[CH:6][CH:7]=1. Given the reactants [F:1][C:2]1[CH:7]=[CH:6][C:5]([CH:8]([C:10]2[N:14]([CH3:15])[CH:13]=[N:12][CH:11]=2)[OH:9])=[CH:4][CH:3]=1.CN1C(C(C2C=CC=CN=2)O)=CN=C1, predict the reaction product. (4) Given the reactants [H-].[Na+].[CH3:3][O:4][C:5]([C:7]1[C:15]2[C:10](=[CH:11][C:12]([N:16]3[CH2:21][CH2:20][CH:19]([OH:22])[CH2:18][CH2:17]3)=[CH:13][CH:14]=2)[N:9]([CH3:23])[CH:8]=1)=[O:6].Br[CH2:25][C:26]1[C:27]([C:34]2[C:39]([Cl:40])=[CH:38][CH:37]=[CH:36][C:35]=2[Cl:41])=[N:28][O:29][C:30]=1[CH:31]([CH3:33])[CH3:32].[NH4+].[Cl-], predict the reaction product. The product is: [CH3:3][O:4][C:5]([C:7]1[C:15]2[C:10](=[CH:11][C:12]([N:16]3[CH2:21][CH2:20][CH:19]([O:22][CH2:25][C:26]4[C:27]([C:34]5[C:35]([Cl:41])=[CH:36][CH:37]=[CH:38][C:39]=5[Cl:40])=[N:28][O:29][C:30]=4[CH:31]([CH3:33])[CH3:32])[CH2:18][CH2:17]3)=[CH:13][CH:14]=2)[N:9]([CH3:23])[CH:8]=1)=[O:6]. (5) Given the reactants [CH:1]#[C:2][CH2:3][CH2:4][CH3:5].I[C:7]1[CH:16]=[CH:15][CH:14]=[CH:13][C:8]=1[C:9]([O:11][CH3:12])=[O:10], predict the reaction product. The product is: [C:1]([C:7]1[CH:16]=[CH:15][CH:14]=[CH:13][C:8]=1[C:9]([O:11][CH3:12])=[O:10])#[C:2][CH2:3][CH2:4][CH3:5]. (6) Given the reactants [F:1][C:2]([F:7])([F:6])[C:3]([OH:5])=[O:4].[N:8]1[C:13]2[NH:14][C:15]3[CH:25]=[N:24][CH:23]=[CH:22][C:16]=3/[C:17](=[N:20]/O)/[C:18](=O)[C:12]=2[CH:11]=[CH:10][CH:9]=1.[Cl:26][C:27]1[CH:34]=[C:33]([S:35][CH2:36][CH3:37])[CH:32]=[C:31]([Cl:38])[C:28]=1[CH:29]=O.C([O-])(=O)C.[NH4+:43].P(OC(C)C)(OC(C)C)(OC(C)C)=O, predict the reaction product. The product is: [F:1][C:2]([F:7])([F:6])[C:3]([OH:5])=[O:4].[F:1][C:2]([F:7])([F:6])[C:3]([OH:5])=[O:4].[Cl:26][C:27]1[CH:34]=[C:33]([S:35][CH2:36][CH3:37])[CH:32]=[C:31]([Cl:38])[C:28]=1[C:29]1[NH:20][C:17]2[C:16]3[CH:22]=[CH:23][N:24]=[CH:25][C:15]=3[NH:14][C:13]3[N:8]=[CH:9][CH:10]=[CH:11][C:12]=3[C:18]=2[N:43]=1.